From a dataset of Drug-target binding data from BindingDB using Kd measurements. Regression. Given a target protein amino acid sequence and a drug SMILES string, predict the binding affinity score between them. We predict pKd (pKd = -log10(Kd in M); higher means stronger binding). Dataset: bindingdb_kd. (1) The compound is CO[C@H](c1ccccc1)[C@@H]1NC(=O)[C@H](C)NC(=O)[C@H](C[C@@H](C)CO)N(C)C(=O)[C@H]([C@H](O)c2cn(C(C)(C)[C@@H](O)CNCCCN)c3ccccc23)NC(=O)[C@H]([C@H](C)C=C(C)C)NC(=O)[C@H](CC(C)C)N(C)C(=O)[C@H](C(C)C)NC1=O. The target protein sequence is MFERFTDRARRVVVLAQEEARMLNHNYIGTEHILLGLIHEGEGVAAKSLESLGISLEGVRSQVEEIIGQGQQAPSGHIPFTPRAKKVLELSLREALQLGHNYIGTEHILLGLIREGEGVAAQVLVKLGAELTRVRQQVIQLLSGYQGKEAAEAGTGGRGGESGSPSTSLVLDQFGRNLTAAAMEGKLDPVIGREKEIERVMQVLSRRTKNNPVLIGEPGVGKTAVVEGLAQAIVHGEVPETLKDKQLYTLDLGSLVAGSRYRGDFEERLKKVLKEINTRGDIILFIDELHTLVGAGAAEGAIDAASILKPKLARGELQTIGATTLDEYRKYIEKDAALERRFQPVQVGEPTVEHTIEILKGLRDRYEAHHRVSITDAAMVAAATLADRYINDRFLPDKAIDLIDEAGARMRIRRMTAPPDLREFDEKIAEARREKESAIDAQDFEKAASLRDREKTLVAQRAEREKQWRSGDLDVVAEVDDEQIAEVLGNWTG. The pKd is 7.7. (2) The small molecule is O=C(O)c1cccc(O)c1. The target protein sequence is MSNLQDARIIIAGGGIGGAANALALAQKGANVTLFERASEFGEVGAGLQVGPHGARILDSWGVLDDVLSRAFLPKNIVFRDAITAEVLTKIDLGSEFRGRYGGPYFVTHRSDLHATLVDAARAAGAELHTGVTVTDVITEGDKAIVSTDDGRTHEADIALGMDGLKSRLREKISGDEPVSSGYAAYRGTTPYRDVELDEDIEDVVGYIGPRCAFIQYPLRGGEMLNQVAVFESPGFKNGIENWGGPEELEQAYAHCHENVRRGIDYLWKDRWWPMYDREPIENWVDGRMILLGDAAHPPLQYLASGAVMAIEDAKCLADYAAEDFSTGGNSAWPQILKEVNTERAPRCNRILTTGRMWGELWHLDGTARIARNELFRTRDTSSYKYTDWLWGYSSDRAS. The pKd is 4.2. (3) The compound is CC(C)(C)c1cnc(CSc2cnc(NC(=O)C3CCNCC3)s2)o1. The target protein (Q96Q40) has sequence MGQELCAKTVQPGCSCYHCSEGGEAHSCRRSQPETTEAAFKLTDLKEASCSMTSFHPRGLQAARAQKFKSKRPRSNSDCFQEEDLRQGFQWRKSLPFGAASSYLNLEKLGEGSYATVYKGISRINGQLVALKVISMNAEEGVPFTAIREASLLKGLKHANIVLLHDIIHTKETLTFVFEYMHTDLAQYMSQHPGGLHPHNVRLFMFQLLRGLAYIHHQHVLHRDLKPQNLLISHLGELKLADFGLARAKSIPSQTYSSEVVTLWYRPPDALLGATEYSSELDIWGAGCIFIEMFQGQPLFPGVSNILEQLEKIWEVLGVPTEDTWPGVSKLPNYNPEWFPLPTPRSLHVVWNRLGRVPEAEDLASQMLKGFPRDRVSAQEALVHDYFSALPSQLYQLPDEESLFTVSGVRLKPEMCDLLASYQKGHHPAQFSKCW. The pKd is 6.1.